This data is from Forward reaction prediction with 1.9M reactions from USPTO patents (1976-2016). The task is: Predict the product of the given reaction. (1) Given the reactants [O:1]=[C:2]1[N:25]([CH2:26][CH2:27][CH2:28][CH2:29][CH2:30][CH2:31][CH2:32][CH2:33][C:34]([O:36]CC)=[O:35])[C:6]2=[N:7][C:8]([C:18]3[CH:23]=[CH:22][C:21]([CH3:24])=[CH:20][CH:19]=3)=[C:9]([C:11]3[CH:16]=[CH:15][C:14]([CH3:17])=[CH:13][CH:12]=3)[N:10]=[C:5]2[CH2:4][CH2:3]1.[OH-].[Na+], predict the reaction product. The product is: [O:1]=[C:2]1[N:25]([CH2:26][CH2:27][CH2:28][CH2:29][CH2:30][CH2:31][CH2:32][CH2:33][C:34]([OH:36])=[O:35])[C:6]2=[N:7][C:8]([C:18]3[CH:23]=[CH:22][C:21]([CH3:24])=[CH:20][CH:19]=3)=[C:9]([C:11]3[CH:12]=[CH:13][C:14]([CH3:17])=[CH:15][CH:16]=3)[N:10]=[C:5]2[CH2:4][CH2:3]1. (2) Given the reactants [CH3:1][C:2]1[N:3]([NH:13][C:14](=[O:20])[O:15][C:16]([CH3:19])([CH3:18])[CH3:17])[CH:4]=[C:5]([C:7]2[CH:8]=[N:9][CH:10]=[CH:11][CH:12]=2)[N:6]=1.[H-].[Na+].[CH3:23]I, predict the reaction product. The product is: [CH3:23][N:13]([N:3]1[CH:4]=[C:5]([C:7]2[CH:8]=[N:9][CH:10]=[CH:11][CH:12]=2)[N:6]=[C:2]1[CH3:1])[C:14](=[O:20])[O:15][C:16]([CH3:17])([CH3:19])[CH3:18]. (3) Given the reactants [CH:1]1([CH2:4][N:5]2[CH2:9][CH2:8][N:7]([C:10]3[S:11][C:12]([C:15]([OH:17])=O)=[CH:13][N:14]=3)[C:6]2=[O:18])[CH2:3][CH2:2]1.C(N(CC)C(C)C)(C)C.Cl.C(N=C=NCCCN(C)C)C.ON1C2C=CC=CC=2N=N1.[N:50]1[CH:55]=[CH:54][CH:53]=[C:52]([CH2:56][NH2:57])[CH:51]=1, predict the reaction product. The product is: [CH:1]1([CH2:4][N:5]2[CH2:9][CH2:8][N:7]([C:10]3[S:11][C:12]([C:15]([NH:57][CH2:56][C:52]4[CH:51]=[N:50][CH:55]=[CH:54][CH:53]=4)=[O:17])=[CH:13][N:14]=3)[C:6]2=[O:18])[CH2:2][CH2:3]1. (4) Given the reactants FC(F)(F)C(O)=O.[NH:8]1[CH2:12][CH2:11][C@H:10]([CH2:13][NH:14][C:15]([C:17]2[NH:18][C:19]3[C:24]([CH:25]=2)=[CH:23][C:22]([Cl:26])=[CH:21][CH:20]=3)=[O:16])[CH2:9]1.[N+](C1C=CC([O:36][C:37](=O)[NH:38][C:39]2[CH:44]=[CH:43][C:42]([N:45]3[CH:50]=[CH:49][CH:48]=[CH:47][C:46]3=[O:51])=[CH:41][C:40]=2[F:52])=CC=1)([O-])=O, predict the reaction product. The product is: [F:52][C:40]1[CH:41]=[C:42]([N:45]2[CH:50]=[CH:49][CH:48]=[CH:47][C:46]2=[O:51])[CH:43]=[CH:44][C:39]=1[NH:38][C:37]([N:8]1[CH2:12][CH2:11][C@H:10]([CH2:13][NH:14][C:15]([C:17]2[NH:18][C:19]3[C:24]([CH:25]=2)=[CH:23][C:22]([Cl:26])=[CH:21][CH:20]=3)=[O:16])[CH2:9]1)=[O:36]. (5) Given the reactants [NH2:1][C:2]1[C:3]([C:21]#[N:22])=[C:4]([CH:18]=[CH:19][CH:20]=1)[O:5][CH:6]1[CH2:11][CH2:10][CH:9]([NH:12][C:13](=[O:17])[CH:14]([CH3:16])[CH3:15])[CH2:8][CH2:7]1.O=[C:24]([CH3:31])[CH2:25][C:26]([O:28][CH2:29][CH3:30])=[O:27], predict the reaction product. The product is: [CH2:29]([O:28][C:26]([C:25]1[C:24]([CH3:31])=[N:1][C:2]2[C:3]([C:21]=1[NH2:22])=[C:4]([O:5][CH:6]1[CH2:7][CH2:8][CH:9]([NH:12][C:13](=[O:17])[CH:14]([CH3:16])[CH3:15])[CH2:10][CH2:11]1)[CH:18]=[CH:19][CH:20]=2)=[O:27])[CH3:30]. (6) Given the reactants [C:1]([C@H:5]1[CH2:10][CH2:9][C@H:8]([CH:11]([NH:21][C:22]([NH:24][C:25]2[CH:30]=[CH:29][C:28]([O:31][C:32]([F:35])([F:34])[F:33])=[CH:27][CH:26]=2)=[O:23])[C:12]2[CH:20]=[CH:19][C:15]([C:16](O)=[O:17])=[CH:14][CH:13]=2)[CH2:7][CH2:6]1)([CH3:4])([CH3:3])[CH3:2].ON1C2C=CC=CC=2N=N1.CN(C)CCCN=C=NCC.C(N(C(C)C)CC)(C)C.Cl.[CH2:67]([O:69][C:70](=[O:74])[CH2:71][CH2:72][NH2:73])[CH3:68], predict the reaction product. The product is: [CH2:67]([O:69][C:70](=[O:74])[CH2:71][CH2:72][NH:73][C:16](=[O:17])[C:15]1[CH:19]=[CH:20][C:12]([CH:11]([NH:21][C:22]([NH:24][C:25]2[CH:30]=[CH:29][C:28]([O:31][C:32]([F:34])([F:35])[F:33])=[CH:27][CH:26]=2)=[O:23])[C@H:8]2[CH2:9][CH2:10][C@H:5]([C:1]([CH3:2])([CH3:3])[CH3:4])[CH2:6][CH2:7]2)=[CH:13][CH:14]=1)[CH3:68].